From a dataset of NCI-60 drug combinations with 297,098 pairs across 59 cell lines. Regression. Given two drug SMILES strings and cell line genomic features, predict the synergy score measuring deviation from expected non-interaction effect. (1) Drug 1: CN1CCC(CC1)COC2=C(C=C3C(=C2)N=CN=C3NC4=C(C=C(C=C4)Br)F)OC. Drug 2: C1=NC2=C(N=C(N=C2N1C3C(C(C(O3)CO)O)F)Cl)N. Cell line: EKVX. Synergy scores: CSS=16.9, Synergy_ZIP=-2.10, Synergy_Bliss=-4.47, Synergy_Loewe=-6.46, Synergy_HSA=-4.65. (2) Cell line: A549. Synergy scores: CSS=12.4, Synergy_ZIP=7.10, Synergy_Bliss=6.52, Synergy_Loewe=3.19, Synergy_HSA=4.03. Drug 2: CCC1(CC2CC(C3=C(CCN(C2)C1)C4=CC=CC=C4N3)(C5=C(C=C6C(=C5)C78CCN9C7C(C=CC9)(C(C(C8N6C)(C(=O)OC)O)OC(=O)C)CC)OC)C(=O)OC)O.OS(=O)(=O)O. Drug 1: CNC(=O)C1=NC=CC(=C1)OC2=CC=C(C=C2)NC(=O)NC3=CC(=C(C=C3)Cl)C(F)(F)F. (3) Drug 1: C1=C(C(=O)NC(=O)N1)F. Drug 2: CC1CCC2CC(C(=CC=CC=CC(CC(C(=O)C(C(C(=CC(C(=O)CC(OC(=O)C3CCCCN3C(=O)C(=O)C1(O2)O)C(C)CC4CCC(C(C4)OC)OCCO)C)C)O)OC)C)C)C)OC. Cell line: OVCAR-8. Synergy scores: CSS=51.7, Synergy_ZIP=-0.347, Synergy_Bliss=-0.895, Synergy_Loewe=8.99, Synergy_HSA=10.1. (4) Drug 1: C1CN1C2=NC(=NC(=N2)N3CC3)N4CC4. Drug 2: CC1CCCC2(C(O2)CC(NC(=O)CC(C(C(=O)C(C1O)C)(C)C)O)C(=CC3=CSC(=N3)C)C)C. Cell line: A549. Synergy scores: CSS=65.6, Synergy_ZIP=-6.56, Synergy_Bliss=-8.95, Synergy_Loewe=-5.97, Synergy_HSA=-1.73. (5) Drug 1: C1C(C(OC1N2C=C(C(=O)NC2=O)F)CO)O. Drug 2: C1=NC2=C(N=C(N=C2N1C3C(C(C(O3)CO)O)F)Cl)N. Cell line: UO-31. Synergy scores: CSS=22.9, Synergy_ZIP=-7.19, Synergy_Bliss=-0.903, Synergy_Loewe=-0.787, Synergy_HSA=-0.315. (6) Drug 1: CCCCC(=O)OCC(=O)C1(CC(C2=C(C1)C(=C3C(=C2O)C(=O)C4=C(C3=O)C=CC=C4OC)O)OC5CC(C(C(O5)C)O)NC(=O)C(F)(F)F)O. Drug 2: CCCCCOC(=O)NC1=NC(=O)N(C=C1F)C2C(C(C(O2)C)O)O. Cell line: MDA-MB-231. Synergy scores: CSS=7.94, Synergy_ZIP=-0.0146, Synergy_Bliss=6.28, Synergy_Loewe=-16.0, Synergy_HSA=0.213. (7) Drug 1: C1=CC(=CC=C1CC(C(=O)O)N)N(CCCl)CCCl.Cl. Drug 2: CC1CCC2CC(C(=CC=CC=CC(CC(C(=O)C(C(C(=CC(C(=O)CC(OC(=O)C3CCCCN3C(=O)C(=O)C1(O2)O)C(C)CC4CCC(C(C4)OC)OCCO)C)C)O)OC)C)C)C)OC. Cell line: HOP-62. Synergy scores: CSS=15.6, Synergy_ZIP=-7.48, Synergy_Bliss=-5.44, Synergy_Loewe=-5.04, Synergy_HSA=-4.65.